Task: Regression. Given a peptide amino acid sequence and an MHC pseudo amino acid sequence, predict their binding affinity value. This is MHC class II binding data.. Dataset: Peptide-MHC class II binding affinity with 134,281 pairs from IEDB (1) The peptide sequence is DTFRKLFRVYSDFLR. The MHC is DRB1_0901 with pseudo-sequence DRB1_0901. The binding affinity (normalized) is 0.465. (2) The binding affinity (normalized) is 0.390. The MHC is DRB1_1201 with pseudo-sequence DRB1_1201. The peptide sequence is KILEPFRKYTAFTIP.